From a dataset of Forward reaction prediction with 1.9M reactions from USPTO patents (1976-2016). Predict the product of the given reaction. (1) Given the reactants [NH2:1][C:2]1[N:7]=[C:6]([NH2:8])[C:5](I)=[CH:4][N:3]=1.[CH3:10][O:11][C:12]1[CH:13]=[C:14]([CH:22]([OH:25])[C:23]#[CH:24])[CH:15]=[C:16]([O:20][CH3:21])[C:17]=1[O:18][CH3:19], predict the reaction product. The product is: [NH2:1][C:2]1[N:7]=[C:6]([NH2:8])[C:5]([C:24]#[C:23][CH:22]([C:14]2[CH:15]=[C:16]([O:20][CH3:21])[C:17]([O:18][CH3:19])=[C:12]([O:11][CH3:10])[CH:13]=2)[OH:25])=[CH:4][N:3]=1. (2) Given the reactants [Cl:1][C:2]1[C:3]([F:29])=[C:4]([C@H:8]([O:22][CH2:23][C:24](OCC)=[O:25])[C@@H:9]2[CH2:14][CH2:13][CH2:12][N:11]([C:15]([O:17][C:18]([CH3:21])([CH3:20])[CH3:19])=[O:16])[CH2:10]2)[CH:5]=[CH:6][CH:7]=1.[NH3:30], predict the reaction product. The product is: [NH2:30][C:24](=[O:25])[CH2:23][O:22][CH:8]([C:4]1[CH:5]=[CH:6][CH:7]=[C:2]([Cl:1])[C:3]=1[F:29])[C@@H:9]1[CH2:14][CH2:13][CH2:12][N:11]([C:15]([O:17][C:18]([CH3:21])([CH3:20])[CH3:19])=[O:16])[CH2:10]1. (3) Given the reactants Cl[C:2]1[C:11]2[C:6](=[CH:7][C:8]([O:14][CH2:15][CH2:16][CH2:17][N:18]3[CH2:23][CH2:22][CH2:21][CH2:20][CH2:19]3)=[C:9]([O:12][CH3:13])[CH:10]=2)[N:5]=[CH:4][N:3]=1.[F:24][C:25]1[CH:26]=[C:27]([CH:29]=[CH:30][C:31]=1B1OC(C)(C)C(C)(C)O1)[NH2:28].C(=O)([O-])[O-].[K+].[K+], predict the reaction product. The product is: [F:24][C:25]1[CH:26]=[C:27]([CH:29]=[CH:30][C:31]=1[C:2]1[CH:11]2[CH:6]([CH:7]=[C:8]([O:14][CH2:15][CH2:16][CH2:17][N:18]3[CH2:23][CH2:22][CH2:21][CH2:20][CH2:19]3)[C:9]([O:12][CH3:13])=[CH:10]2)[N:5]=[CH:4][N:3]=1)[NH2:28]. (4) Given the reactants [CH3:1][O:2][C:3]1[CH:8]=[C:7]([N+:9]([O-])=O)[CH:6]=[CH:5][C:4]=1[C:12]1[CH2:13][CH2:14][N:15]([C:18]([O:20][C:21]([CH3:24])([CH3:23])[CH3:22])=[O:19])[CH2:16][CH:17]=1.C(O)C, predict the reaction product. The product is: [NH2:9][C:7]1[CH:6]=[CH:5][C:4]([CH:12]2[CH2:17][CH2:16][N:15]([C:18]([O:20][C:21]([CH3:22])([CH3:23])[CH3:24])=[O:19])[CH2:14][CH2:13]2)=[C:3]([O:2][CH3:1])[CH:8]=1. (5) Given the reactants [C:1]1([C:7]2[N:11]=[C:10]([N:12]3[CH2:21][CH2:20][C:15]4(OCC[O:16]4)[CH2:14][CH2:13]3)[O:9][N:8]=2)[CH:6]=[CH:5][CH:4]=[CH:3][CH:2]=1.Cl.N, predict the reaction product. The product is: [C:1]1([C:7]2[N:11]=[C:10]([N:12]3[CH2:13][CH2:14][C:15](=[O:16])[CH2:20][CH2:21]3)[O:9][N:8]=2)[CH:2]=[CH:3][CH:4]=[CH:5][CH:6]=1. (6) Given the reactants [NH2:1][C:2]1[CH:7]=[CH:6][CH:5]=[C:4]([F:8])[N:3]=1.[CH3:9][O:10][C:11]1[CH:18]=[C:17]([O:19][CH3:20])[CH:16]=[CH:15][C:12]=1[CH:13]=O.C1(C)C=CC=CC=1.C(O)(C(F)(F)F)=O, predict the reaction product. The product is: [CH3:9][O:10][C:11]1[CH:18]=[C:17]([O:19][CH3:20])[CH:16]=[CH:15][C:12]=1[CH:13]=[N:1][C:2]1[CH:7]=[CH:6][CH:5]=[C:4]([F:8])[N:3]=1. (7) Given the reactants [NH2:1][C:2]1[CH:10]=[C:9]([F:11])[CH:8]=[CH:7][C:3]=1[C:4](O)=O.C(O)(=O)[C:13]1[C:14](=[CH:16]C=CC=1)[NH2:15].[CH:22]([CH:25]1[CH2:30][C:29](=O)[CH2:28][C:27](=[O:32])[CH2:26]1)([CH3:24])[CH3:23].CC1(C)CC(=O)CC(=O)C1, predict the reaction product. The product is: [F:11][C:9]1[CH:8]=[CH:7][C:3]2[C:4]3[C:28]4[C:27](=[O:32])[CH2:26][CH:25]([CH:22]([CH3:23])[CH3:24])[CH2:30][C:29]=4[N:15]=[C:14]([CH3:16])[C:13]=3[NH:1][C:2]=2[CH:10]=1. (8) The product is: [CH3:21][C:22]1[NH:39][C:25]2=[N:26][CH:27]=[C:28]([C:2]3[C:6]([C:7]4[CH:12]=[CH:11][N:10]=[C:9]([NH:13][CH2:14][C@@H:15]([OH:17])[CH3:16])[N:8]=4)=[CH:5][N:4]([CH:18]([CH3:20])[CH3:19])[N:3]=3)[CH:29]=[C:24]2[C:23]=1[CH3:40]. Given the reactants I[C:2]1[C:6]([C:7]2[CH:12]=[CH:11][N:10]=[C:9]([NH:13][CH2:14][C@@H:15]([OH:17])[CH3:16])[N:8]=2)=[CH:5][N:4]([CH:18]([CH3:20])[CH3:19])[N:3]=1.[CH3:21][C:22]1[NH:39][C:25]2=[N:26][CH:27]=[C:28](B3OC(C)(C)C(C)(C)O3)[CH:29]=[C:24]2[C:23]=1[CH3:40].C([O-])([O-])=O.[Na+].[Na+], predict the reaction product. (9) Given the reactants O=S(Cl)Cl.[NH2:5][C@H:6]([C:14]([OH:16])=[O:15])[CH2:7][C:8]1[CH:13]=[CH:12][CH:11]=[CH:10][CH:9]=1.[CH3:17]O, predict the reaction product. The product is: [CH3:17][O:15][C:14](=[O:16])[C@H:6]([CH2:7][C:8]1[CH:13]=[CH:12][CH:11]=[CH:10][CH:9]=1)[NH2:5].